Dataset: Forward reaction prediction with 1.9M reactions from USPTO patents (1976-2016). Task: Predict the product of the given reaction. Given the reactants [CH3:1][O:2][C:3]1[C:8]([CH3:9])=[C:7]([O:10][CH3:11])[CH:6]=[CH:5][N:4]=1.[Br:12]N1C(=O)CCC1=O, predict the reaction product. The product is: [Br:12][CH2:9][C:8]1[C:3]([O:2][CH3:1])=[N:4][CH:5]=[CH:6][C:7]=1[O:10][CH3:11].